Task: Predict the reactants needed to synthesize the given product.. Dataset: Full USPTO retrosynthesis dataset with 1.9M reactions from patents (1976-2016) (1) Given the product [F:40][C:39]([F:42])([F:41])[S:36]([O:21][C:13]1[C:14]([Br:20])=[CH:15][CH:16]=[C:17]2[C:12]=1[N:11]=[C:10]([C:3]1[N:4]3[CH:9]=[CH:8][CH:7]=[CH:6][C:5]3=[N:1][N:2]=1)[CH:19]=[CH:18]2)(=[O:38])=[O:37], predict the reactants needed to synthesize it. The reactants are: [N:1]1[N:2]=[C:3]([C:10]2[CH:19]=[CH:18][C:17]3[C:12](=[C:13]([OH:21])[C:14]([Br:20])=[CH:15][CH:16]=3)[N:11]=2)[N:4]2[CH:9]=[CH:8][CH:7]=[CH:6][C:5]=12.CCN(CC)CC.C1(N([S:36]([C:39]([F:42])([F:41])[F:40])(=[O:38])=[O:37])[S:36]([C:39]([F:42])([F:41])[F:40])(=[O:38])=[O:37])C=CC=CC=1. (2) Given the product [CH3:1][CH:2]1[CH2:7][CH2:6][CH2:5][NH:4][CH:3]1[C:8]([NH2:10])=[O:9], predict the reactants needed to synthesize it. The reactants are: [CH3:1][C:2]1[C:3]([C:8]([NH2:10])=[O:9])=[N:4][CH:5]=[CH:6][CH:7]=1. (3) Given the product [CH3:10][C:2]1([CH3:1])[C:5](=[O:6])[CH2:4][CH:3]1[NH:25][C:33](=[O:36])[O:32][C:28]([CH3:31])([CH3:30])[CH3:29], predict the reactants needed to synthesize it. The reactants are: [CH3:1][C:2]1([CH3:10])[C:5](=[O:6])[CH2:4][CH:3]1C(O)=O.C1(P([N:25]=[N+]=[N-])(C2C=CC=CC=2)=O)C=CC=CC=1.[C:28]([OH:32])([CH3:31])([CH3:30])[CH3:29].[C:33](=[O:36])(O)[O-].[Na+]. (4) Given the product [O:20]1[CH2:24][CH2:23][O:19][CH2:18][CH:17]1[CH2:16][O:15][C:8]1([CH2:7][N:6]2[C:2]([CH3:1])=[CH:3][CH:4]=[N:5]2)[CH2:14][CH2:13][CH2:12][CH2:11][CH2:10][CH2:9]1, predict the reactants needed to synthesize it. The reactants are: [CH3:1][C:2]1[N:6]([CH2:7][C:8]2([O:15][CH2:16][CH:17]([OH:20])[CH2:18][OH:19])[CH2:14][CH2:13][CH2:12][CH2:11][CH2:10][CH2:9]2)[N:5]=[CH:4][CH:3]=1.[H-].[Na+].[CH:23]([Se](C=C)(=O)=O)=[CH2:24]. (5) Given the product [F:2][C:3]1[CH:8]=[CH:7][CH:6]=[CH:5][C:4]=1[CH2:9][C:10]([CH:12]1[CH2:13][CH2:14][N:15]([CH2:36][CH2:35][C:31]2[NH:30][C:29](=[O:28])[CH:34]=[N:33][CH:32]=2)[CH2:16][CH2:17]1)=[O:11], predict the reactants needed to synthesize it. The reactants are: Cl.[F:2][C:3]1[CH:8]=[CH:7][CH:6]=[CH:5][C:4]=1[CH2:9][C:10]([CH:12]1[CH2:17][CH2:16][NH:15][CH2:14][CH2:13]1)=[O:11].C(=O)([O-])[O-].[K+].[K+].C([O:28][C:29]1[CH:34]=[N:33][CH:32]=[C:31]([CH:35]=[CH2:36])[N:30]=1)(C)(C)C.O. (6) The reactants are: [CH2:1]([C:5]1[CH:13]=[CH:12][C:8]([C:9](Cl)=[O:10])=[CH:7][CH:6]=1)[CH2:2][CH2:3][CH3:4].C(N(CC)CC)C.[NH2:21][C:22]1[CH:31]=[CH:30][C:29]([N+:32]([O-:34])=[O:33])=[CH:28][C:23]=1[C:24]([O:26][CH3:27])=[O:25].C(#N)C. Given the product [CH2:1]([C:5]1[CH:13]=[CH:12][C:8]([C:9]([NH:21][C:22]2[CH:31]=[CH:30][C:29]([N+:32]([O-:34])=[O:33])=[CH:28][C:23]=2[C:24]([O:26][CH3:27])=[O:25])=[O:10])=[CH:7][CH:6]=1)[CH2:2][CH2:3][CH3:4], predict the reactants needed to synthesize it. (7) Given the product [ClH:26].[ClH:26].[C@H:29]1([CH2:39][N:40]2[CH2:45][CH2:44][CH:43]([NH:46][C:23]([C:17]3[NH:18][C:19]4[C:15]([CH:16]=3)=[C:14]([O:13][CH2:12][C:8]3[C:7]5[CH:6]=[CH:5][CH:4]=[C:3]([O:2][CH3:1])[C:11]=5[O:10][CH:9]=3)[CH:22]=[CH:21][CH:20]=4)=[O:24])[CH2:42][CH2:41]2)[C@@H:38]2[N:33]([CH2:34][CH2:35][CH2:36][CH2:37]2)[CH2:32][CH2:31][CH2:30]1, predict the reactants needed to synthesize it. The reactants are: [CH3:1][O:2][C:3]1[C:11]2[O:10][CH:9]=[C:8]([CH2:12][O:13][C:14]3[CH:22]=[CH:21][CH:20]=[C:19]4[C:15]=3[CH:16]=[C:17]([C:23](O)=[O:24])[NH:18]4)[C:7]=2[CH:6]=[CH:5][CH:4]=1.[ClH:26].Cl.Cl.[C@H:29]1([CH2:39][N:40]2[CH2:45][CH2:44][CH:43]([NH2:46])[CH2:42][CH2:41]2)[C@@H:38]2[N:33]([CH2:34][CH2:35][CH2:36][CH2:37]2)[CH2:32][CH2:31][CH2:30]1. (8) Given the product [N:25]([CH2:6][CH2:7][CH:8]1[N:13]2[CH:14]=[C:15]([C:17]3[CH:22]=[CH:21][CH:20]=[C:19]([Cl:23])[CH:18]=3)[CH:16]=[C:12]2[C:11](=[O:24])[NH:10][CH2:9]1)=[N+:26]=[N-:27], predict the reactants needed to synthesize it. The reactants are: CS(O[CH2:6][CH2:7][CH:8]1[N:13]2[CH:14]=[C:15]([C:17]3[CH:22]=[CH:21][CH:20]=[C:19]([Cl:23])[CH:18]=3)[CH:16]=[C:12]2[C:11](=[O:24])[NH:10][CH2:9]1)(=O)=O.[N-:25]=[N+:26]=[N-:27].[Na+].O.C([O-])(O)=O.[Na+]. (9) Given the product [CH3:36][N:37]([CH2:48][C:49]1[N:53]([CH2:54][C@H:55]2[CH2:60][CH2:59][CH2:58][N:57]([CH2:71][C:68]3[CH:69]=[CH:70][N:65]=[CH:66][CH:67]=3)[CH2:56]2)[C:52]2[CH:61]=[CH:62][CH:63]=[CH:64][C:51]=2[N:50]=1)[C@@H:38]1[C:47]2[N:46]=[CH:45][CH:44]=[CH:43][C:42]=2[CH2:41][CH2:40][CH2:39]1, predict the reactants needed to synthesize it. The reactants are: N1C=CC=CC=1CC1[C@H](CN2C3C=CC=CC=3N=C2CC2C=CC3CCCC(N)C=3N=2)CCCN1.[CH3:36][N:37]([CH2:48][C:49]1[N:53]([CH2:54][C@H:55]2[CH2:60][CH2:59][CH2:58][NH:57][CH2:56]2)[C:52]2[CH:61]=[CH:62][CH:63]=[CH:64][C:51]=2[N:50]=1)[C@@H:38]1[C:47]2[N:46]=[CH:45][CH:44]=[CH:43][C:42]=2[CH2:41][CH2:40][CH2:39]1.[N:65]1[CH:70]=[CH:69][C:68]([CH:71]=O)=[CH:67][CH:66]=1.